Dataset: Full USPTO retrosynthesis dataset with 1.9M reactions from patents (1976-2016). Task: Predict the reactants needed to synthesize the given product. (1) Given the product [CH3:22][S:23][C:2]1[N:11]=[C:10]([N:12]([C:14]2[CH:19]=[CH:18][C:17]([O:20][CH3:21])=[CH:16][CH:15]=2)[CH3:13])[C:9]2[C:4](=[CH:5][CH:6]=[CH:7][CH:8]=2)[N:3]=1, predict the reactants needed to synthesize it. The reactants are: Cl[C:2]1[N:11]=[C:10]([N:12]([C:14]2[CH:19]=[CH:18][C:17]([O:20][CH3:21])=[CH:16][CH:15]=2)[CH3:13])[C:9]2[C:4](=[CH:5][CH:6]=[CH:7][CH:8]=2)[N:3]=1.[CH3:22][S-:23].[Na+]. (2) Given the product [C:24]([NH:28][C:21]([C:11]1[CH:12]=[C:13]([C:14]2[CH:19]=[C:18]([CH3:20])[CH:17]=[CH:16][N:15]=2)[N:9]([C:6]2[N:7]=[N:8][C:3]([O:2][CH3:1])=[CH:4][CH:5]=2)[N:10]=1)=[O:23])([CH3:27])([CH3:26])[CH3:25], predict the reactants needed to synthesize it. The reactants are: [CH3:1][O:2][C:3]1[N:8]=[N:7][C:6]([N:9]2[C:13]([C:14]3[CH:19]=[C:18]([CH3:20])[CH:17]=[CH:16][N:15]=3)=[CH:12][C:11]([C:21]([OH:23])=O)=[N:10]2)=[CH:5][CH:4]=1.[C:24]([NH2:28])([CH3:27])([CH3:26])[CH3:25]. (3) Given the product [CH:14]1([NH:20][C:21]([CH:23]2[CH2:28][CH2:27][CH2:26][N:25]([S:10]([C:5]3[CH:6]=[CH:7][CH:8]=[CH:9][C:4]=3[N+:1]([O-:3])=[O:2])(=[O:12])=[O:11])[CH2:24]2)=[O:22])[CH2:15][CH2:16][CH2:17][CH2:18][CH2:19]1, predict the reactants needed to synthesize it. The reactants are: [N+:1]([C:4]1[CH:9]=[CH:8][CH:7]=[CH:6][C:5]=1[S:10](Cl)(=[O:12])=[O:11])([O-:3])=[O:2].[CH:14]1([NH:20][C:21]([CH:23]2[CH2:28][CH2:27][CH2:26][NH:25][CH2:24]2)=[O:22])[CH2:19][CH2:18][CH2:17][CH2:16][CH2:15]1.C(N(CC)CC)C. (4) Given the product [Si:3]([O:10][CH2:11][CH2:12][CH2:13][O:14][C:16]1[C:21]([CH3:22])=[C:20]([CH2:23][NH:24][CH:25]2[CH2:27][CH2:26]2)[CH:19]=[CH:18][N:17]=1)([C:6]([CH3:8])([CH3:9])[CH3:7])([CH3:5])[CH3:4], predict the reactants needed to synthesize it. The reactants are: [H-].[Na+].[Si:3]([O:10][CH2:11][CH2:12][CH2:13][OH:14])([C:6]([CH3:9])([CH3:8])[CH3:7])([CH3:5])[CH3:4].Cl[C:16]1[C:21]([CH3:22])=[C:20]([CH2:23][NH:24][CH:25]2[CH2:27][CH2:26]2)[CH:19]=[CH:18][N:17]=1. (5) The reactants are: [C:1]([C:3]1[CH:4]=[C:5]([N:9]2[C:13]([C:14]([O:16][CH2:17][CH3:18])=[O:15])=[CH:12][C:11]([C:19]([F:22])([F:21])[F:20])=[N:10]2)[CH:6]=[CH:7][CH:8]=1)#[N:2].Cl.[H][H]. Given the product [NH2:2][CH2:1][C:3]1[CH:4]=[C:5]([N:9]2[C:13]([C:14]([O:16][CH2:17][CH3:18])=[O:15])=[CH:12][C:11]([C:19]([F:21])([F:22])[F:20])=[N:10]2)[CH:6]=[CH:7][CH:8]=1, predict the reactants needed to synthesize it. (6) Given the product [CH3:29][C@H:26]([N:1]1[CH2:2][CH2:3][CH:4]([O:7][CH:8]2[CH2:9][CH2:10][N:11]([C:14]([O:16][C:17]([CH3:20])([CH3:19])[CH3:18])=[O:15])[CH2:12][CH2:13]2)[CH2:5][CH2:6]1)[CH2:27][CH3:28], predict the reactants needed to synthesize it. The reactants are: [NH:1]1[CH2:6][CH2:5][CH:4]([O:7][CH:8]2[CH2:13][CH2:12][N:11]([C:14]([O:16][C:17]([CH3:20])([CH3:19])[CH3:18])=[O:15])[CH2:10][CH2:9]2)[CH2:3][CH2:2]1.CS(O[C@H:26]([CH3:29])[CH2:27][CH3:28])(=O)=O.C(=O)([O-])[O-].[K+].[K+]. (7) Given the product [OH:23][CH:24]([CH2:25][O:18][C:15]1[CH:16]=[CH:17][C:12]([C:10](=[N:9][O:8][CH2:7][C:6]2[CH:19]=[CH:20][C:3]([C:2]([F:21])([F:22])[F:1])=[CH:4][CH:5]=2)[CH3:11])=[CH:13][CH:14]=1)[C:26]([O:28][CH3:29])=[O:27], predict the reactants needed to synthesize it. The reactants are: [F:1][C:2]([F:22])([F:21])[C:3]1[CH:20]=[CH:19][C:6]([CH2:7][O:8][N:9]=[C:10]([C:12]2[CH:17]=[CH:16][C:15]([OH:18])=[CH:14][CH:13]=2)[CH3:11])=[CH:5][CH:4]=1.[O:23]1[CH2:25][CH:24]1[C:26]([O:28][CH3:29])=[O:27].CN(C1C=CC=CN=1)C. (8) The reactants are: [CH3:1][O:2][C:3]1[CH:8]=[CH:7][CH:6]=[C:5]([O:9][CH2:10][O:11][CH3:12])[CH:4]=1.[Li]CCCC.[I:18]I. Given the product [I:18][C:4]1[C:5]([O:9][CH2:10][O:11][CH3:12])=[CH:6][CH:7]=[CH:8][C:3]=1[O:2][CH3:1], predict the reactants needed to synthesize it.